Dataset: Catalyst prediction with 721,799 reactions and 888 catalyst types from USPTO. Task: Predict which catalyst facilitates the given reaction. (1) Reactant: [N+:1]([C:4]1[CH:14]=[CH:13][C:7]2[CH2:8][CH2:9][CH2:10][NH:11][CH2:12][C:6]=2[CH:5]=1)([O-:3])=[O:2].C=O.[C:17](O)(=O)C.C([BH3-])#N.[Na+]. Product: [CH3:17][N:11]1[CH2:10][CH2:9][CH2:8][C:7]2[CH:13]=[CH:14][C:4]([N+:1]([O-:3])=[O:2])=[CH:5][C:6]=2[CH2:12]1. The catalyst class is: 5. (2) Reactant: C([O:4][C@@H:5]1[C@@H:13]([CH2:14][O:15]C(=O)C)[O:12][CH:11]2[CH:7]([N:8]=[C:9]([NH:19][CH2:20][CH:21](F)[F:22])[S:10]2)[C@H:6]1[O:24]C(=O)C)(=O)C.C([O-])([O-])=O.[K+].[K+]. Product: [F:22][CH2:21][CH2:20][NH:19][C:9]1[S:10][CH:11]2[O:12][C@H:13]([CH2:14][OH:15])[C@@H:5]([OH:4])[C@H:6]([OH:24])[CH:7]2[N:8]=1. The catalyst class is: 5. (3) Reactant: [OH-].[Na+].Cl.[NH2:4][C:5]([NH2:7])=[NH:6].[F:8][C:9]1[CH:26]=[CH:25][C:12]([CH:13]=[C:14]2[CH2:22][C:21]3[C:16](=[C:17]([CH3:23])[CH:18]=[CH:19][CH:20]=3)[C:15]2=O)=[CH:11][CH:10]=1. Product: [F:8][C:9]1[CH:10]=[CH:11][C:12]([C:13]2[C:14]3[CH2:22][C:21]4[C:16](=[C:17]([CH3:23])[CH:18]=[CH:19][CH:20]=4)[C:15]=3[N:6]=[C:5]([NH2:7])[N:4]=2)=[CH:25][CH:26]=1. The catalyst class is: 14. (4) Reactant: [CH3:1][S:2]([C:5]1[CH:11]=[CH:10][C:8]([NH2:9])=[CH:7][CH:6]=1)(=[O:4])=[O:3].C[Al](C)C.[F:16][C:17]([F:27])([F:26])[C:18]1[CH:25]=[CH:24][C:21]([C:22]#[N:23])=[CH:20][CH:19]=1. Product: [F:16][C:17]([F:26])([F:27])[C:18]1[CH:19]=[CH:20][C:21]([C:22](=[NH:23])[NH:9][C:8]2[CH:10]=[CH:11][C:5]([S:2]([CH3:1])(=[O:3])=[O:4])=[CH:6][CH:7]=2)=[CH:24][CH:25]=1. The catalyst class is: 648. (5) Reactant: [C:1]1([NH2:8])[CH:6]=[CH:5][CH:4]=[CH:3][C:2]=1[NH2:7].[C:9]([C:17]1[C:18](=[O:28])[N:19]([CH3:27])[C:20](=[O:26])[N:21]([CH3:25])[C:22]=1[CH2:23]Br)(=O)[C:10]1[CH:15]=[CH:14][CH:13]=[CH:12][CH:11]=1. Product: [NH2:7][C:2]1[CH:3]=[CH:4][CH:5]=[CH:6][C:1]=1[N:8]1[C:9]([C:10]2[CH:15]=[CH:14][CH:13]=[CH:12][CH:11]=2)=[C:17]2[C:22]([N:21]([CH3:25])[C:20](=[O:26])[N:19]([CH3:27])[C:18]2=[O:28])=[CH:23]1. The catalyst class is: 14. (6) Reactant: COC1C=CC(C[N:10]2[C:14]3[N:15]=[C:16]([O:28][C@@H:29]([CH3:34])[C:30]([F:33])([F:32])[F:31])[N:17]=[C:18]([N:19]4[CH2:23][CH2:22][C@H:21]([NH:24][C:25](=[O:27])[CH3:26])[CH2:20]4)[C:13]=3[N:12]=[N:11]2)=CC=1. Product: [F:33][C:30]([F:31])([F:32])[C@H:29]([CH3:34])[O:28][C:16]1[N:17]=[C:18]([N:19]2[CH2:23][CH2:22][C@H:21]([NH:24][C:25](=[O:27])[CH3:26])[CH2:20]2)[C:13]2[N:12]=[N:11][NH:10][C:14]=2[N:15]=1. The catalyst class is: 19.